From a dataset of Reaction yield outcomes from USPTO patents with 853,638 reactions. Predict the reaction yield, written as a fraction of the theoretical maximum amount of product (1.0 means a 100% yield; for example, 0.34 means a 34% yield). (1) The reactants are [CH2:1]([N:3]1[CH2:8][C:7]([CH3:10])([CH3:9])[O:6][C:5](=[O:11])[CH:4]1[CH2:12][C:13]([OH:15])=O)[CH3:2].C(N(C(C)C)CC)(C)C.CN(C(ON1N=NC2C=CC=NC1=2)=[N+](C)C)C.F[P-](F)(F)(F)(F)F.[F:49][C:50]([F:60])([F:59])[C:51]1[CH:58]=[CH:57][CH:56]=[CH:55][C:52]=1[CH2:53][NH2:54]. The catalyst is CN(C=O)C. The product is [CH2:1]([N:3]1[CH2:8][C:7]([CH3:9])([CH3:10])[O:6][C:5](=[O:11])[CH:4]1[CH2:12][C:13]([NH:54][CH2:53][C:52]1[CH:55]=[CH:56][CH:57]=[CH:58][C:51]=1[C:50]([F:49])([F:59])[F:60])=[O:15])[CH3:2]. The yield is 0.490. (2) The reactants are [CH:1]1[C:14]2[C:5](=[N:6][C:7]3[C:12]([C:13]=2[NH:15][C:16]2[CH:21]=[CH:20][C:19]([N:22]4[CH2:27][CH2:26][NH:25][CH2:24][CH2:23]4)=[CH:18][CH:17]=2)=[CH:11][CH:10]=[CH:9][CH:8]=3)[CH:4]=[CH:3][CH:2]=1.[C:28](Cl)(=[O:30])[CH3:29].N1C=CC=CC=1.C(N(CC)CC)C. The catalyst is C(Cl)(Cl)Cl. The product is [CH:1]1[C:14]2[C:5](=[N:6][C:7]3[C:12]([C:13]=2[NH:15][C:16]2[CH:17]=[CH:18][C:19]([N:22]4[CH2:27][CH2:26][N:25]([C:28](=[O:30])[CH3:29])[CH2:24][CH2:23]4)=[CH:20][CH:21]=2)=[CH:11][CH:10]=[CH:9][CH:8]=3)[CH:4]=[CH:3][CH:2]=1. The yield is 0.0100. (3) The reactants are [S-:1][C:2]#[N:3].[NH4+].[C:5](Cl)(=[O:12])[C:6]1[CH:11]=[CH:10][CH:9]=[CH:8][CH:7]=1.[Br:14][C:15]1[CH:16]=[C:17]([CH:19]=[C:20]([I:22])[CH:21]=1)[NH2:18].O. The catalyst is CC(C)=O. The product is [C:5]([NH:3][C:2]([NH:18][C:17]1[CH:19]=[C:20]([I:22])[CH:21]=[C:15]([Br:14])[CH:16]=1)=[S:1])(=[O:12])[C:6]1[CH:11]=[CH:10][CH:9]=[CH:8][CH:7]=1. The yield is 0.840. (4) The reactants are [Cl-].[OH:2][NH3+:3].[C:4](=[O:7])([O-])O.[Na+].[CH3:9]S(C)=O.C([O:16][CH2:17][C:18]([O:21][C:22]1[CH:27]=[CH:26][C:25]([N:28]2[C:33](=[O:34])[C:32]([CH2:35][C:36]3[CH:41]=[CH:40][C:39]([C:42]4[CH:47]=[CH:46][CH:45]=[CH:44][C:43]=4[C:48]#[N:49])=[CH:38][CH:37]=3)=[C:31]([CH2:50][CH2:51][CH3:52])[N:30]3[N:53]=[CH:54]N=[C:29]23)=[CH:24][CH:23]=1)([CH3:20])[CH3:19])(=O)C. The catalyst is C(OCC)(=O)C. The product is [OH:16][CH2:17][C:18]([CH3:19])([CH3:20])[O:21][C:22]1[CH:23]=[CH:24][C:25]([N:28]2[C:33](=[O:34])[C:32]([CH2:35][C:36]3[CH:41]=[CH:40][C:39]([C:42]4[CH:47]=[CH:46][CH:45]=[CH:44][C:43]=4[C:48]4[NH:49][C:4](=[O:7])[O:2][N:3]=4)=[CH:38][CH:37]=3)=[C:31]([CH2:50][CH2:51][CH3:52])[N:30]3[N:53]=[CH:54][CH:9]=[C:29]23)=[CH:26][CH:27]=1. The yield is 0.280. (5) The reactants are [CH3:1][C:2]1[CH:3]=[C:4]([C:10](=[O:12])[CH3:11])[CH:5]=[CH:6][C:7]=1[O:8][CH3:9].[F:13][C:14]([F:21])([F:20])[C:15](OCC)=[O:16].C[O-].[Na+].Cl. The catalyst is COCCOC.O.CCOC(C)=O. The product is [F:13][C:14]([F:21])([F:20])[C:15](=[O:16])[CH2:11][C:10]([C:4]1[CH:5]=[CH:6][C:7]([O:8][CH3:9])=[C:2]([CH3:1])[CH:3]=1)=[O:12]. The yield is 0.620. (6) The product is [C:26]([C:23]1[CH:24]=[CH:25][C:20]([N:17]2[C:16](=[O:32])[C:12]3([CH2:13][CH2:14][CH2:15]3)[N:11]([C:8]3[CH:7]=[CH:6][C:5]([CH2:4][C:3]([OH:33])=[O:2])=[CH:10][CH:9]=3)[C:18]2=[S:19])=[CH:21][C:22]=1[C:28]([F:30])([F:31])[F:29])#[N:27]. The yield is 0.950. The reactants are C[O:2][C:3](=[O:33])[CH2:4][C:5]1[CH:10]=[CH:9][C:8]([N:11]2[C:18](=[S:19])[N:17]([C:20]3[CH:25]=[CH:24][C:23]([C:26]#[N:27])=[C:22]([C:28]([F:31])([F:30])[F:29])[CH:21]=3)[C:16](=[O:32])[C:12]32[CH2:15][CH2:14][CH2:13]3)=[CH:7][CH:6]=1.[OH-].[Na+]. The catalyst is CO. (7) The catalyst is CO.S(=O)(=O)(O)O. The reactants are [Br:1][C:2]1[CH:10]=[CH:9][CH:8]=[C:7]([F:11])[C:3]=1[C:4]([OH:6])=[O:5].[C:12](=O)([O-])[O-].[Na+].[Na+]. The yield is 0.850. The product is [Br:1][C:2]1[CH:10]=[CH:9][CH:8]=[C:7]([F:11])[C:3]=1[C:4]([O:6][CH3:12])=[O:5]. (8) The reactants are [CH2:1]([O:8][C:9]([NH:11][C@@H:12]1[CH2:20][CH2:19][CH2:18][C:17]2[N:16]([CH2:21][CH2:22]OS(C)(=O)=O)[N:15]=[CH:14][C:13]1=2)=[O:10])[C:2]1[CH:7]=[CH:6][CH:5]=[CH:4][CH:3]=1.[C-:28]#[N:29].[Na+].O. The catalyst is CS(C)=O. The product is [CH2:1]([O:8][C:9](=[O:10])[NH:11][C@@H:12]1[CH2:20][CH2:19][CH2:18][C:17]2[N:16]([CH2:21][CH2:22][C:28]#[N:29])[N:15]=[CH:14][C:13]1=2)[C:2]1[CH:7]=[CH:6][CH:5]=[CH:4][CH:3]=1. The yield is 0.850. (9) The reactants are [OH:1][C:2]1[CH:9]=[CH:8][C:5]([CH:6]=[O:7])=[CH:4][C:3]=1[O:10][CH3:11].Cl[C:13]([F:18])([F:17])C([O-])=O.[Na+].C(=O)([O-])[O-].[Cs+].[Cs+].Cl. The catalyst is CN(C=O)C.O. The product is [F:17][CH:13]([F:18])[O:1][C:2]1[CH:9]=[CH:8][C:5]([CH:6]=[O:7])=[CH:4][C:3]=1[O:10][CH3:11]. The yield is 0.910. (10) The reactants are C([O:4][CH2:5][CH2:6][C:7]1[C:12]([F:13])=[C:11]([NH:14][C:15](=[O:30])[C:16]([F:29])([F:28])[C:17]2[C:26]3[C:21](=[CH:22][CH:23]=[CH:24][CH:25]=3)[C:20]([F:27])=[CH:19][CH:18]=2)[CH:10]=[CH:9][C:8]=1[NH2:31])(=O)C.C1COCC1.C([O-])([O-])=O.[K+].[K+]. The catalyst is CO.O. The product is [NH2:31][C:8]1[CH:9]=[CH:10][C:11]([NH:14][C:15](=[O:30])[C:16]([F:29])([F:28])[C:17]2[C:26]3[C:21](=[CH:22][CH:23]=[CH:24][CH:25]=3)[C:20]([F:27])=[CH:19][CH:18]=2)=[C:12]([F:13])[C:7]=1[CH2:6][CH2:5][OH:4]. The yield is 0.960.